Predict the reactants needed to synthesize the given product. From a dataset of Full USPTO retrosynthesis dataset with 1.9M reactions from patents (1976-2016). (1) Given the product [OH-:7].[NH4+:14].[Cl:1][C:2]1[S:43][C:5]2[C:6]3([CH2:12][CH2:13][N:14]([CH2:17][C:18]4[C:19]([CH3:42])=[N:20][N:21]([C:23]5[C:40]([F:41])=[CH:39][CH:38]=[CH:37][C:24]=5[CH2:25][NH2:26])[CH:22]=4)[CH2:15][CH2:16]3)[O:7][CH2:8][C:9]([F:11])([F:10])[C:4]=2[CH:3]=1, predict the reactants needed to synthesize it. The reactants are: [Cl:1][C:2]1[S:43][C:5]2[C:6]3([CH2:16][CH2:15][N:14]([CH2:17][C:18]4[C:19]([CH3:42])=[N:20][N:21]([C:23]5[C:40]([F:41])=[CH:39][CH:38]=[CH:37][C:24]=5[CH2:25][N:26]5C(=O)C6C(=CC=CC=6)C5=O)[CH:22]=4)[CH2:13][CH2:12]3)[O:7][CH2:8][C:9]([F:11])([F:10])[C:4]=2[CH:3]=1.O.O.NN. (2) Given the product [Cl:1][C:2]1[CH:11]=[CH:10][C:5]([C:6]([O:8][CH3:9])=[O:7])=[CH:4][C:3]=1[N:12]1[CH:18]=[CH:17][NH:16][C:14](=[O:15])[C:13]1=[O:23], predict the reactants needed to synthesize it. The reactants are: [Cl:1][C:2]1[CH:11]=[CH:10][C:5]([C:6]([O:8][CH3:9])=[O:7])=[CH:4][C:3]=1[NH:12][C:13](=[O:23])[C:14]([NH:16][CH2:17][CH:18](OC)OC)=[O:15].FC(F)(F)C(O)=O. (3) Given the product [Br:1][C:2]1[CH:3]=[CH:4][C:5]([O:9][C@@H:10]2[CH2:14][CH2:13][O:12][CH2:11]2)=[N:6][CH:7]=1, predict the reactants needed to synthesize it. The reactants are: [Br:1][C:2]1[CH:3]=[CH:4][C:5](Cl)=[N:6][CH:7]=1.[OH:9][C@@H:10]1[CH2:14][CH2:13][O:12][CH2:11]1.C([O-])([O-])=O.[Cs+].[Cs+]. (4) Given the product [C:7]1([C:2]2[CH2:6][CH2:5][CH2:4][CH:3]=2)[CH:12]=[CH:11][CH:10]=[CH:9][CH:8]=1, predict the reactants needed to synthesize it. The reactants are: O[C:2]1([C:7]2[CH:12]=[CH:11][CH:10]=[CH:9][CH:8]=2)[CH2:6][CH2:5][CH2:4][CH2:3]1. (5) The reactants are: OC[CH2:3][CH2:4][C@@H:5]1[C@:22]2([CH3:23])[C@H:8]([C@H:9]3[C@H:19]([CH2:20][CH2:21]2)[C@:17]2([CH3:18])[C:12](=[CH:13][C:14](=[O:24])[CH2:15][CH2:16]2)[CH2:11][CH2:10]3)[CH2:7][CH2:6]1.N1C=CN=[CH:26]1.[CH:30]([Si:33](Cl)([CH:37]([CH3:39])[CH3:38])[CH:34]([CH3:36])[CH3:35])([CH3:32])[CH3:31].[OH2:41]. Given the product [CH:30]([Si:33]([CH:37]([CH3:39])[CH3:38])([CH:34]([CH3:36])[CH3:35])[O:41][CH2:3][C@H:4]([C@@H:5]1[C@:22]2([CH3:23])[C@H:8]([C@H:9]3[C@H:19]([CH2:20][CH2:21]2)[C@:17]2([CH3:18])[C:12](=[CH:13][C:14](=[O:24])[CH2:15][CH2:16]2)[CH2:11][CH2:10]3)[CH2:7][CH2:6]1)[CH3:26])([CH3:32])[CH3:31], predict the reactants needed to synthesize it.